Task: Predict the reaction yield, written as a fraction of the theoretical maximum amount of product (1.0 means a 100% yield; for example, 0.34 means a 34% yield).. Dataset: Reaction yield outcomes from USPTO patents with 853,638 reactions The reactants are [CH3:1][C:2](=[CH:5][CH:6]=[CH:7][C:8]([CH3:22])=[CH:9][CH:10]=[CH:11][CH:12]=[C:13]([CH3:21])[CH:14]=[CH:15][CH:16]=[C:17]([CH3:20])[CH2:18][OH:19])[CH2:3][OH:4]. The catalyst is C(Cl)Cl.[O-2].[O-2].[Mn+4]. The product is [CH3:20][C:17](=[CH:16][CH:15]=[CH:14][C:13]([CH3:21])=[CH:12][CH:11]=[CH:10][CH:9]=[C:8]([CH3:22])[CH:7]=[CH:6][CH:5]=[C:2]([CH3:1])[CH:3]=[O:4])[CH:18]=[O:19]. The yield is 0.730.